This data is from Reaction yield outcomes from USPTO patents with 853,638 reactions. The task is: Predict the reaction yield, written as a fraction of the theoretical maximum amount of product (1.0 means a 100% yield; for example, 0.34 means a 34% yield). (1) The reactants are [N+:1]([C:4]1[CH:12]=[C:11]2[C:7]([C:8](I)=[N:9][N:10]2[CH2:13][O:14][CH2:15][CH2:16][Si:17]([CH3:20])([CH3:19])[CH3:18])=[CH:6][CH:5]=1)([O-:3])=[O:2].B(O)O.[O:25]1[CH2:30][CH2:29][O:28][CH2:27]C1.[OH-].[Na+]. The catalyst is CCOC(C)=O.O.C1C=CC([P]([Pd]([P](C2C=CC=CC=2)(C2C=CC=CC=2)C2C=CC=CC=2)([P](C2C=CC=CC=2)(C2C=CC=CC=2)C2C=CC=CC=2)[P](C2C=CC=CC=2)(C2C=CC=CC=2)C2C=CC=CC=2)(C2C=CC=CC=2)C2C=CC=CC=2)=CC=1. The product is [O:25]1[C:30]2[CH:5]=[CH:6][C:7]([CH:11]=[CH:12][C:8]3[C:7]4[C:11](=[CH:12][C:4]([N+:1]([O-:3])=[O:2])=[CH:5][CH:6]=4)[N:10]([CH2:13][O:14][CH2:15][CH2:16][Si:17]([CH3:20])([CH3:19])[CH3:18])[N:9]=3)=[CH:8][C:29]=2[O:28][CH2:27]1. The yield is 0.940. (2) The reactants are [NH2:1][C:2]([C@@H:4]([NH:9][C:10]([N:12]1[C:16]2[CH:17]=[CH:18][CH:19]=[CH:20][C:15]=2[N:14]([CH2:21][CH2:22][C:23]([NH:26]C(=O)OC(C)(C)C)([CH3:25])[CH3:24])[C:13]1=[O:34])=[O:11])[C:5]([CH3:8])([CH3:7])[CH3:6])=[O:3].[ClH:35].CO. The catalyst is CO. The product is [ClH:35].[NH2:1][C:2]([C@@H:4]([NH:9][C:10]([N:12]1[C:16]2[CH:17]=[CH:18][CH:19]=[CH:20][C:15]=2[N:14]([CH2:21][CH2:22][C:23]([NH2:26])([CH3:25])[CH3:24])[C:13]1=[O:34])=[O:11])[C:5]([CH3:7])([CH3:8])[CH3:6])=[O:3]. The yield is 0.880. (3) The reactants are [CH3:1][O:2][C:3]1[CH:4]=[C:5]([NH:11][C:12]([C:14]2[C:19]([F:20])=[CH:18][CH:17]=[CH:16][C:15]=2[F:21])=[S:13])[CH:6]=[C:7]([O:9][CH3:10])[CH:8]=1. The catalyst is [Fe-3](C#N)(C#N)(C#N)(C#N)(C#N)C#N.[K+].[K+].[K+]. The product is [F:21][C:15]1[CH:16]=[CH:17][CH:18]=[C:19]([F:20])[C:14]=1[C:12]1[S:13][C:4]2[C:3]([O:2][CH3:1])=[CH:8][C:7]([O:9][CH3:10])=[CH:6][C:5]=2[N:11]=1. The yield is 0.860. (4) The reactants are CC1(C)OB([C:7]2[CH:15]=[CH:14][C:10]([C:11]([OH:13])=[O:12])=[CH:9][CH:8]=2)OC1(C)C.Br[C:20]1[CH:29]=[CH:28][C:23]2[N:24]([CH3:27])[CH:25]=[N:26][C:22]=2[CH:21]=1.C(=O)([O-])[O-].[Na+].[Na+].O. The catalyst is CC#N.C1(C)C=CC=CC=1.C1C=CC([P]([Pd]([P](C2C=CC=CC=2)(C2C=CC=CC=2)C2C=CC=CC=2)([P](C2C=CC=CC=2)(C2C=CC=CC=2)C2C=CC=CC=2)[P](C2C=CC=CC=2)(C2C=CC=CC=2)C2C=CC=CC=2)(C2C=CC=CC=2)C2C=CC=CC=2)=CC=1. The product is [CH3:27][N:24]1[C:23]2[CH:28]=[CH:29][C:20]([C:7]3[CH:8]=[CH:9][C:10]([C:11]([OH:13])=[O:12])=[CH:14][CH:15]=3)=[CH:21][C:22]=2[N:26]=[CH:25]1. The yield is 0.840.